This data is from Full USPTO retrosynthesis dataset with 1.9M reactions from patents (1976-2016). The task is: Predict the reactants needed to synthesize the given product. Given the product [CH2:31]([O:33][C:34]([CH2:36][C:37]1[CH:38]=[CH:39][C:40]([NH:41]/[C:4](=[C:11]2\[C:12](=[O:30])[NH:13][C:14]3[C:19]\2=[CH:18][C:17]([NH:20][S:21]([C:24]2[CH:29]=[CH:28][CH:27]=[CH:26][CH:25]=2)(=[O:22])=[O:23])=[CH:16][CH:15]=3)/[C:5]2[CH:6]=[CH:7][CH:8]=[CH:9][CH:10]=2)=[CH:42][CH:43]=1)=[O:35])[CH3:32], predict the reactants needed to synthesize it. The reactants are: C(O[C:4](=[C:11]1[C:19]2[C:14](=[CH:15][CH:16]=[C:17]([NH:20][S:21]([C:24]3[CH:29]=[CH:28][CH:27]=[CH:26][CH:25]=3)(=[O:23])=[O:22])[CH:18]=2)[NH:13][C:12]1=[O:30])[C:5]1[CH:10]=[CH:9][CH:8]=[CH:7][CH:6]=1)C.[CH2:31]([O:33][C:34]([CH2:36][C:37]1[CH:43]=[CH:42][C:40]([NH2:41])=[CH:39][CH:38]=1)=[O:35])[CH3:32].O.